From a dataset of Forward reaction prediction with 1.9M reactions from USPTO patents (1976-2016). Predict the product of the given reaction. (1) Given the reactants P(Cl)(Cl)([Cl:3])=O.[I:6][C:7]1[C:8]([CH3:18])=[CH:9][CH:10]=[C:11]2[C:16]=1[N:15]=[CH:14][NH:13][C:12]2=O, predict the reaction product. The product is: [Cl:3][C:12]1[C:11]2[C:16](=[C:7]([I:6])[C:8]([CH3:18])=[CH:9][CH:10]=2)[N:15]=[CH:14][N:13]=1. (2) Given the reactants Br[C:2]1[C:3]2[N:12]([CH:13]3[CH2:17][CH2:16][CH2:15][CH2:14]3)[N:11]=[C:10]([C:18]3[CH:19]=[C:20]([C:23]([NH2:25])=[O:24])[S:21][CH:22]=3)[C:4]=2[C:5]([O:8][CH3:9])=[N:6][CH:7]=1.C[C:27]([N:29](C)C)=O, predict the reaction product. The product is: [C:27]([C:2]1[C:3]2[N:12]([CH:13]3[CH2:17][CH2:16][CH2:15][CH2:14]3)[N:11]=[C:10]([C:18]3[CH:19]=[C:20]([C:23]([NH2:25])=[O:24])[S:21][CH:22]=3)[C:4]=2[C:5]([O:8][CH3:9])=[N:6][CH:7]=1)#[N:29]. (3) Given the reactants [NH2:1][CH2:2][CH:3]1[CH2:8][CH2:7][C:6]2[C:9]3[C:14]([NH:15][C:16]4[CH:17]=[C:18]5[C:22](=[CH:23][CH:24]=4)[NH:21][N:20]=[CH:19]5)=[N:13][CH:12]=[N:11][C:10]=3[S:25][C:5]=2[CH2:4]1.[OH:26][C@@H:27]([CH2:31][C:32]1[CH:37]=[CH:36][CH:35]=[CH:34][CH:33]=1)[C:28](O)=[O:29], predict the reaction product. The product is: [OH:26][C@H:27]([CH2:31][C:32]1[CH:37]=[CH:36][CH:35]=[CH:34][CH:33]=1)[C:28]([NH:1][CH2:2][CH:3]1[CH2:8][CH2:7][C:6]2[C:9]3[C:14]([NH:15][C:16]4[CH:17]=[C:18]5[C:22](=[CH:23][CH:24]=4)[NH:21][N:20]=[CH:19]5)=[N:13][CH:12]=[N:11][C:10]=3[S:25][C:5]=2[CH2:4]1)=[O:29]. (4) Given the reactants C1COCC1.[CH3:6][O:7][C:8]1[CH:13]=[CH:12][C:11]([Mg]Br)=[CH:10][CH:9]=1.Cl[C:17]1[CH:22]=[CH:21][CH:20]=[CH:19][C:18]=1[F:23].C1(C)C=CC=CC=1, predict the reaction product. The product is: [F:23][C:18]1[CH:19]=[CH:20][CH:21]=[CH:22][C:17]=1[C:11]1[CH:12]=[CH:13][C:8]([O:7][CH3:6])=[CH:9][CH:10]=1. (5) Given the reactants [NH2:17][C:16]1[CH:18]=[CH:19][C:20]([O:22][C:23]([F:24])([F:25])[F:26])=[CH:21][C:15]=1[S:14][S:14][C:15]1[CH:21]=[C:20]([O:22][C:23]([F:26])([F:25])[F:24])[CH:19]=[CH:18][C:16]=1[NH2:17].[CH2:27]([N:29]1[C:34]2([CH2:39][CH2:38][O:37][CH2:36][CH2:35]2)[CH2:33][C:32](=O)[CH2:31][C:30]1=[O:41])[CH3:28], predict the reaction product. The product is: [CH2:27]([N:29]1[C:34]2([CH2:39][CH2:38][O:37][CH2:36][CH2:35]2)[CH2:33][C:32]2[NH:17][C:16]3[CH:18]=[CH:19][C:20]([O:22][C:23]([F:24])([F:25])[F:26])=[CH:21][C:15]=3[S:14][C:31]=2[C:30]1=[O:41])[CH3:28]. (6) Given the reactants [C:1]([C:3]1[CH:4]=[C:5]([NH:9][C:10]([NH2:12])=[NH:11])[CH:6]=[CH:7][CH:8]=1)#[N:2].[N+]([O-])(O)=O.[NH2:17][C:18]1[CH:19]=[C:20]([CH:23]=[CH:24][CH:25]=1)[C:21]#[N:22].[N:26]#CN.[CH3:29][CH2:30]O, predict the reaction product. The product is: [N:22]1[N:26]2[N:17]=[CH:18][CH:25]=[CH:24][C:23]2=[C:20]([C:19]2[CH:30]=[CH:29][N:12]=[C:10]([NH:9][C:5]3[CH:4]=[C:3]([CH:8]=[CH:7][CH:6]=3)[C:1]#[N:2])[N:11]=2)[CH:21]=1. (7) Given the reactants O([C:8]1[CH:13]=[CH:12][C:11]([C:14]([O:20][CH3:21])=[C:15]([C:18]#[N:19])[C:16]#[N:17])=[CH:10][CH:9]=1)C1C=CC=CC=1.[I:22]C1C=C(C=CC=1)C(O)=O, predict the reaction product. The product is: [I:22][C:9]1[CH:10]=[C:11]([C:14]([O:20][CH3:21])=[C:15]([C:18]#[N:19])[C:16]#[N:17])[CH:12]=[CH:13][CH:8]=1. (8) The product is: [Cl:10][C:11]1[CH:12]=[C:13]2[NH:20][C:19]([S:3]([CH3:7])(=[O:5])=[O:2])=[N:18][C:14]2=[N:15][C:16]=1[I:17]. Given the reactants O[O:2][S:3]([O-:5])=O.[K+].[C:7](#N)C.[Cl:10][C:11]1[CH:12]=[C:13]2[NH:20][C:19](SC)=[N:18][C:14]2=[N:15][C:16]=1[I:17], predict the reaction product. (9) Given the reactants C([O:8][N:9]1[C:14](=[O:15])[C:13]2[CH:16]=[C:17]([F:25])[C:18]([N:20]3[CH2:24][CH2:23][CH2:22][CH2:21]3)=[N:19][C:12]=2[N:11]([CH:26]2[CH2:28][CH2:27]2)[C:10]1=[O:29])C1C=CC=CC=1, predict the reaction product. The product is: [CH:26]1([N:11]2[C:12]3[N:19]=[C:18]([N:20]4[CH2:24][CH2:23][CH2:22][CH2:21]4)[C:17]([F:25])=[CH:16][C:13]=3[C:14](=[O:15])[N:9]([OH:8])[C:10]2=[O:29])[CH2:28][CH2:27]1. (10) Given the reactants [Cl:1][C:2]1[CH:8]=[CH:7][C:5]([NH2:6])=[CH:4][CH:3]=1.CC[Mg+].[Br-].[Cl:13][C:14]1[CH:21]=[C:20]([Cl:22])[CH:19]=[CH:18][C:15]=1[C:16]#[N:17], predict the reaction product. The product is: [Cl:13][C:14]1[CH:21]=[C:20]([Cl:22])[CH:19]=[CH:18][C:15]=1[C:16](=[NH:17])[NH:6][C:5]1[CH:7]=[CH:8][C:2]([Cl:1])=[CH:3][CH:4]=1.